Dataset: Catalyst prediction with 721,799 reactions and 888 catalyst types from USPTO. Task: Predict which catalyst facilitates the given reaction. (1) Reactant: [N+:1]([CH:4]([CH3:16])[CH:5]([C:7]1[CH:8]=[CH:9][C:10]2[N:11]([N:13]=[CH:14][N:15]=2)[CH:12]=1)[OH:6])([O-:3])=[O:2].[Si:17](Cl)([C:20]([CH3:23])([CH3:22])[CH3:21])([CH3:19])[CH3:18].N1C=CN=C1. Product: [Si:17]([O:6][CH:5]([C:7]1[CH:8]=[CH:9][C:10]2[N:11]([N:13]=[CH:14][N:15]=2)[CH:12]=1)[CH:4]([N+:1]([O-:3])=[O:2])[CH3:16])([C:20]([CH3:23])([CH3:22])[CH3:21])([CH3:19])[CH3:18]. The catalyst class is: 9. (2) Reactant: [CH2:1]([O:3][C:4]1[CH:5]=[C:6]([CH:10]=[CH:11][C:12]=1[O:13][CH2:14][CH3:15])[C:7]([OH:9])=O)[CH3:2].[NH2:16][C:17]([CH3:23])([CH3:22])[C:18]([O:20]C)=[O:19].CN(C(ON1N=NC2C=CC=NC1=2)=[N+](C)C)C.F[P-](F)(F)(F)(F)F.CCN(C(C)C)C(C)C.[Li+].[OH-].Cl. Product: [CH2:1]([O:3][C:4]1[CH:5]=[C:6]([CH:10]=[CH:11][C:12]=1[O:13][CH2:14][CH3:15])[C:7]([NH:16][C:17]([CH3:23])([CH3:22])[C:18]([OH:20])=[O:19])=[O:9])[CH3:2]. The catalyst class is: 18. (3) Reactant: [C:1]12([C:11]3[CH:12]=[C:13]([C:29]4[CH:34]=[CH:33][CH:32]=[C:31]([CH:35]=[O:36])[CH:30]=4)[CH:14]=[C:15]([C:21](=[O:28])[C:22]4[CH:27]=[CH:26][CH:25]=[CH:24][CH:23]=4)[C:16]=3[O:17]COC)[CH2:10][CH:5]3[CH2:6][CH:7]([CH2:9][CH:3]([CH2:4]3)[CH2:2]1)[CH2:8]2.S(=O)(=O)(O)O.C(=O)(O)[O-].[Na+]. Product: [C:1]12([C:11]3[CH:12]=[C:13]([C:29]4[CH:30]=[C:31]([CH:32]=[CH:33][CH:34]=4)[CH:35]=[O:36])[CH:14]=[C:15]([C:21](=[O:28])[C:22]4[CH:27]=[CH:26][CH:25]=[CH:24][CH:23]=4)[C:16]=3[OH:17])[CH2:10][CH:5]3[CH2:4][CH:3]([CH2:9][CH:7]([CH2:6]3)[CH2:8]1)[CH2:2]2. The catalyst class is: 83. (4) Reactant: [CH3:1][O:2][C:3]1[CH:4]=[C:5]2[C:10](=[CH:11][C:12]=1[O:13][CH3:14])[N:9]=[CH:8][CH:7]=[C:6]2[O:15][C:16]1[C:22]([CH3:23])=[CH:21][C:19]([NH2:20])=[C:18]([CH3:24])[CH:17]=1.[CH3:25][O:26][C:27]1[CH:32]=[CH:31][CH:30]=[CH:29][C:28]=1[N:33]=[C:34]=[O:35].CO. Product: [CH3:1][O:2][C:3]1[CH:4]=[C:5]2[C:10](=[CH:11][C:12]=1[O:13][CH3:14])[N:9]=[CH:8][CH:7]=[C:6]2[O:15][C:16]1[C:22]([CH3:23])=[CH:21][C:19]([NH:20][C:34]([NH:33][C:28]2[CH:29]=[CH:30][CH:31]=[CH:32][C:27]=2[O:26][CH3:25])=[O:35])=[C:18]([CH3:24])[CH:17]=1. The catalyst class is: 22. (5) Reactant: [Cl:1][C:2]1[CH:3]=[C:4]([NH:13][S:14]([C:17]([F:20])([F:19])[F:18])(=[O:16])=[O:15])[CH:5]=[CH:6][C:7]=1[C:8](=[O:12])[CH:9](Br)[Br:10].S([O-])([O-])(=O)=S.[Na+].[Na+].C(OCC)C. Product: [Br:10][CH2:9][C:8]([C:7]1[CH:6]=[CH:5][C:4]([NH:13][S:14]([C:17]([F:20])([F:18])[F:19])(=[O:15])=[O:16])=[CH:3][C:2]=1[Cl:1])=[O:12]. The catalyst class is: 605. (6) Reactant: Cl.[Cl:2][C:3]1[C:8]([C:9]([F:12])([F:11])[F:10])=[CH:7][CH:6]=[CH:5][C:4]=1[CH2:13][NH:14][C:15](=[O:21])[C@H:16]([CH2:19][OH:20])[NH:17][CH3:18].C(N(CC)CC)C.[Br:29][CH2:30][C:31](Br)=[O:32]. Product: [Br:29][CH2:30][C:31]([N:17]([CH3:18])[C@H:16]([C:15]([NH:14][CH2:13][C:4]1[CH:5]=[CH:6][CH:7]=[C:8]([C:9]([F:10])([F:11])[F:12])[C:3]=1[Cl:2])=[O:21])[CH2:19][OH:20])=[O:32]. The catalyst class is: 7. (7) Reactant: [O:1]1[C:5]2[CH:6]=[CH:7][CH:8]=[CH:9][C:4]=2[NH:3][C:2]1=[O:10].N([CH2:14][CH2:15][CH2:16][CH2:17][CH2:18][CH3:19])=C=O. Product: [O:10]=[C:2]1[NH:3][C:4]2[CH:9]=[CH:8][CH:7]=[CH:6][C:5]=2[O:1]1.[CH3:19][CH2:18][CH:17]([C:2]([NH2:3])=[O:1])[CH2:16][CH2:15][CH3:14]. The catalyst class is: 12. (8) Reactant: C(N(C(C)C)C(C)C)C.Cl[C:11]1[N:19]=[CH:18][N:17]=[C:16]2[C:12]=1[N:13]=[CH:14][NH:15]2.[NH:20]1[C:24]2[CH:25]=[CH:26][CH:27]=[CH:28][C:23]=2[N:22]=[C:21]1[C:29]1([CH2:35][NH2:36])[CH2:34][CH2:33][NH:32][CH2:31][CH2:30]1. Product: [NH:20]1[C:24]2[CH:25]=[CH:26][CH:27]=[CH:28][C:23]=2[N:22]=[C:21]1[C:29]1([CH2:35][NH2:36])[CH2:30][CH2:31][N:32]([C:11]2[N:19]=[CH:18][N:17]=[C:16]3[C:12]=2[N:13]=[CH:14][NH:15]3)[CH2:33][CH2:34]1. The catalyst class is: 51. (9) Reactant: [CH:1]([NH:3][C:4]1[CH:16]=[CH:15][C:7]([C:8]([O:10][C:11]([CH3:14])([CH3:13])[CH3:12])=[O:9])=[CH:6][CH:5]=1)=O.O=P(Cl)(Cl)Cl. Product: [N+:3]([C:4]1[CH:16]=[CH:15][C:7]([C:8]([O:10][C:11]([CH3:12])([CH3:14])[CH3:13])=[O:9])=[CH:6][CH:5]=1)#[C-:1]. The catalyst class is: 1. (10) Reactant: [CH2:1]([C:3]1([CH2:17][CH3:18])[CH2:16][CH2:15][C:6]2=[C:7]([C:12]([OH:14])=O)[S:8][C:9]([S:10][CH3:11])=[C:5]2[CH2:4]1)[CH3:2].[CH3:19][Li]. Product: [CH2:17]([C:3]1([CH2:1][CH3:2])[CH2:16][CH2:15][C:6]2=[C:7]([C:12](=[O:14])[CH3:19])[S:8][C:9]([S:10][CH3:11])=[C:5]2[CH2:4]1)[CH3:18]. The catalyst class is: 27.